From a dataset of NCI-60 drug combinations with 297,098 pairs across 59 cell lines. Regression. Given two drug SMILES strings and cell line genomic features, predict the synergy score measuring deviation from expected non-interaction effect. Drug 1: CC1=C(C(=O)C2=C(C1=O)N3CC4C(C3(C2COC(=O)N)OC)N4)N. Drug 2: COC1=C2C(=CC3=C1OC=C3)C=CC(=O)O2. Cell line: A498. Synergy scores: CSS=14.5, Synergy_ZIP=-8.26, Synergy_Bliss=-0.368, Synergy_Loewe=-17.3, Synergy_HSA=-0.764.